This data is from Full USPTO retrosynthesis dataset with 1.9M reactions from patents (1976-2016). The task is: Predict the reactants needed to synthesize the given product. (1) Given the product [Cl:1][C:2]1[CH:3]=[C:4]([O:13][CH2:15][C:16]2[C:25]([F:26])=[CH:24][C:19]([C:20]([O:22][CH3:23])=[O:21])=[C:18]([F:27])[CH:17]=2)[CH:5]=[N:6][C:7]=1[O:8][CH2:9][CH:10]([CH3:11])[CH3:12], predict the reactants needed to synthesize it. The reactants are: [Cl:1][C:2]1[CH:3]=[C:4]([OH:13])[CH:5]=[N:6][C:7]=1[O:8][CH2:9][CH:10]([CH3:12])[CH3:11].Br[CH2:15][C:16]1[C:25]([F:26])=[CH:24][C:19]([C:20]([O:22][CH3:23])=[O:21])=[C:18]([F:27])[CH:17]=1.C(=O)([O-])[O-].[K+].[K+]. (2) The reactants are: [Cl:1][C:2]1[C:3]([CH3:21])=[C:4]([CH:10](C(OCC)=O)[C:11]([O:13]CC)=[O:12])[CH:5]=[CH:6][C:7]=1[C:8]#[N:9].[OH-].[Na+].CCOC(C)=O.Cl. Given the product [Cl:1][C:2]1[C:3]([CH3:21])=[C:4]([CH2:10][C:11]([OH:13])=[O:12])[CH:5]=[CH:6][C:7]=1[C:8]#[N:9], predict the reactants needed to synthesize it. (3) Given the product [C:1]([O:4][C@@H:5]1[C@@H:18]([O:19][C:20](=[O:22])[CH3:21])[C@H:17]([O:23][C:24](=[O:26])[CH3:25])[CH2:16][S:15][C@H:6]1[O:7][C:8]1[CH:13]=[CH:12][CH:11]=[CH:10][C:9]=1[C:30]1[CH:31]=[CH:32][N:27]=[CH:28][CH:29]=1)(=[O:3])[CH3:2], predict the reactants needed to synthesize it. The reactants are: [C:1]([O:4][C@@H:5]1[C@@H:18]([O:19][C:20](=[O:22])[CH3:21])[C@H:17]([O:23][C:24](=[O:26])[CH3:25])[CH2:16][S:15][C@H:6]1[O:7][C:8]1[CH:13]=[CH:12][CH:11]=[CH:10][C:9]=1Br)(=[O:3])[CH3:2].[N:27]1[CH:32]=[CH:31][C:30](B(O)O)=[CH:29][CH:28]=1. (4) Given the product [Cl:1][C:2]1[CH:3]=[C:4]([C:8]([CH3:12])([CH3:11])[CH:9]=[O:25])[CH:5]=[CH:6][CH:7]=1, predict the reactants needed to synthesize it. The reactants are: [Cl:1][C:2]1[CH:3]=[C:4]([C:8]([CH3:12])([CH3:11])[C:9]#N)[CH:5]=[CH:6][CH:7]=1.CC(C[AlH]CC(C)C)C.C1C[O:25]CC1. (5) Given the product [CH2:1]=[CH:2][C:3]1[CH:8]=[CH:7][CH:6]=[CH:5][CH:4]=1.[CH3:31][CH2:32][CH2:33][CH2:34][CH:35]([CH2:15][O:14][C:9]([CH:10]=[CH2:11])=[O:13])[CH2:36][CH3:37].[CH3:24][CH2:23][CH2:22][CH2:21][O:20][C:16]([CH:17]=[CH2:18])=[O:19], predict the reactants needed to synthesize it. The reactants are: [CH2:1]=[CH:2][C:3]1[CH:8]=[CH:7][CH:6]=[CH:5][CH:4]=1.[C:9]([O:14][CH3:15])(=[O:13])[C:10](C)=[CH2:11].[C:16]([O:20][CH2:21][CH2:22][CH2:23][CH3:24])(=[O:19])[CH:17]=[CH2:18].C(O)(=O)C(C)=C.[CH2:31](OC(=O)CCS)[CH2:32][CH2:33][CH2:34][CH2:35][CH2:36][CH2:37]C.C(OOC(CC)(CCCC)C([O-])=O)(C)(C)C. (6) Given the product [Br:14][C:7]([C:3]1[CH:2]=[N:1][CH:6]=[CH:5][CH:4]=1)([CH3:13])[C:8]([O:10][CH2:11][CH3:12])=[O:9], predict the reactants needed to synthesize it. The reactants are: [N:1]1[CH:6]=[CH:5][CH:4]=[C:3]([CH:7]([CH3:13])[C:8]([O:10][CH2:11][CH3:12])=[O:9])[CH:2]=1.[Br:14]N1C(=O)CCC1=O.N(C(C)(C)C#N)=NC(C)(C)C#N. (7) The reactants are: F[C:2]1[CH:7]=[CH:6][C:5]([C:8]2[C:9]([NH2:37])=[N:10][CH:11]=[N:12][C:13]=2[N:14]2[CH2:19][CH2:18][CH:17]([C:20]3[N:21]([CH3:36])[CH:22]=[C:23]([C:25]4[CH:30]=[CH:29][C:28]([F:31])=[C:27]([C:32]([F:35])([F:34])[F:33])[CH:26]=4)[N:24]=3)[CH2:16][CH2:15]2)=[CH:4][CH:3]=1.C1(B(O)O)C=CC=CC=1. Given the product [F:31][C:28]1[CH:29]=[CH:30][C:25]([C:23]2[N:24]=[C:20]([CH:17]3[CH2:16][CH2:15][N:14]([C:13]4[N:12]=[CH:11][N:10]=[C:9]([NH2:37])[C:8]=4[C:5]4[CH:4]=[CH:3][CH:2]=[CH:7][CH:6]=4)[CH2:19][CH2:18]3)[N:21]([CH3:36])[CH:22]=2)=[CH:26][C:27]=1[C:32]([F:35])([F:33])[F:34], predict the reactants needed to synthesize it. (8) Given the product [O:24]1[C:28]2[CH:29]=[CH:30][C:31]([N:33]3[C:37](=[O:38])[C:36](=[N:20][NH:2][C:3]4[C:4]([OH:19])=[C:5]([C:10]5[CH:11]=[C:12]([CH3:16])[CH:13]=[C:14]([C:40]([OH:41])=[O:43])[CH:15]=5)[CH:6]=[CH:7][CH:8]=4)[C:35]([CH3:39])=[N:34]3)=[CH:32][C:27]=2[CH2:26][CH2:25]1, predict the reactants needed to synthesize it. The reactants are: Cl.[NH2:2][C:3]1[C:4]([OH:19])=[C:5]([C:10]2[CH:15]=[CH:14][CH:13]=[C:12]([C:16](O)=O)[CH:11]=2)[CH:6]=[C:7](C)[CH:8]=1.[N:20]([O-])=O.[Na+].[O:24]1[C:28]2[CH:29]=[CH:30][C:31]([N:33]3[C:37](=[O:38])[CH2:36][C:35]([CH3:39])=[N:34]3)=[CH:32][C:27]=2[CH2:26][CH2:25]1.[C:40](=[O:43])(O)[O-:41].[Na+]. (9) Given the product [Br:22][C:16]1[CH:17]=[C:18]([F:21])[CH:19]=[CH:20][C:15]=1[O:14][CH2:13][CH2:12][NH:24][CH2:25][CH2:26][NH:27][S:28]([C:31]1[C:32]2[CH:33]=[CH:34][N:35]=[CH:36][C:37]=2[CH:38]=[CH:39][CH:40]=1)(=[O:30])=[O:29], predict the reactants needed to synthesize it. The reactants are: CC(C[AlH]CC(C)C)C.CO[C:12](=O)[CH2:13][O:14][C:15]1[CH:20]=[CH:19][C:18]([F:21])=[CH:17][C:16]=1[Br:22].[NH2:24][CH2:25][CH2:26][NH:27][S:28]([C:31]1[C:32]2[CH:33]=[CH:34][N:35]=[CH:36][C:37]=2[CH:38]=[CH:39][CH:40]=1)(=[O:30])=[O:29]. (10) Given the product [C:10]([NH:9][CH2:1][CH2:2][C:3]1[CH:8]=[CH:7][C:6]([S:13]([Cl:17])(=[O:15])=[O:14])=[CH:5][CH:4]=1)(=[O:12])[CH3:11], predict the reactants needed to synthesize it. The reactants are: [CH2:1]([NH:9][C:10](=[O:12])[CH3:11])[CH2:2][C:3]1[CH:8]=[CH:7][CH:6]=[CH:5][CH:4]=1.[S:13]([Cl:17])(=O)(=[O:15])[OH:14].